Dataset: Full USPTO retrosynthesis dataset with 1.9M reactions from patents (1976-2016). Task: Predict the reactants needed to synthesize the given product. (1) Given the product [C:28]1([CH:21]([N:14]2[C:15]3[C:20](=[CH:19][CH:18]=[CH:17][CH:16]=3)[C:12]3([C:4]4[C:5]5[O:10][CH2:9][CH2:8][O:7][C:6]=5[CH:11]=[CH:2][C:3]=4[O:35][CH2:37]3)[C:13]2=[O:34])[C:22]2[CH:27]=[CH:26][CH:25]=[CH:24][CH:23]=2)[CH:29]=[CH:30][CH:31]=[CH:32][CH:33]=1, predict the reactants needed to synthesize it. The reactants are: Cl[C:2]1[C:3]([OH:35])=[C:4]([CH:12]2[C:20]3[C:15](=[CH:16][CH:17]=[CH:18][CH:19]=3)[N:14]([CH:21]([C:28]3[CH:33]=[CH:32][CH:31]=[CH:30][CH:29]=3)[C:22]3[CH:27]=[CH:26][CH:25]=[CH:24][CH:23]=3)[C:13]2=[O:34])[C:5]2[O:10][CH2:9][CH2:8][O:7][C:6]=2[CH:11]=1.F[C:37]1C=C(O)C(C2C3C(=CC=CC=3)N(CC3C=CC(OC)=CC=3)C2=O)=CC=1C#N. (2) Given the product [O:32]=[C:7]1[NH:6][C:14]2[C:9](=[N:10][C:11]([C:15]3[N:19]4[CH:20]=[C:21]([C:24]([NH2:25])=[O:49])[CH:22]=[CH:23][C:18]4=[N:17][CH:16]=3)=[N:12][CH:13]=2)[N:8]1[CH:26]1[CH2:31][CH2:30][O:29][CH2:28][CH2:27]1, predict the reactants needed to synthesize it. The reactants are: COC1C=C(OC)C=CC=1C[N:6]1[C:14]2[C:9](=[N:10][C:11]([C:15]3[N:19]4[CH:20]=[C:21]([C:24]#[N:25])[CH:22]=[CH:23][C:18]4=[N:17][CH:16]=3)=[N:12][CH:13]=2)[N:8]([CH:26]2[CH2:31][CH2:30][O:29][CH2:28][CH2:27]2)[C:7]1=[O:32].C1(SC)C=CC=CC=1.O.C(=O)([O-])[OH:49].[Na+]. (3) Given the product [CH3:24][N:25]([CH2:32][C:33]1[CH:34]=[N:35][C:36]([C:39]2[CH:44]=[CH:43][C:42]([S:45]([CH3:48])(=[O:47])=[O:46])=[CH:41][CH:40]=2)=[CH:37][CH:38]=1)[CH:26]1[CH2:27][CH2:20][N:19]([C:12]([O:7][CH2:6][C:5]2[CH:8]=[CH:9][C:10]3[O:11][CH2:1][O:2][C:3]=3[CH:4]=2)=[O:13])[CH2:23][CH2:22]1, predict the reactants needed to synthesize it. The reactants are: [CH2:1]1[O:11][C:10]2[CH:9]=[CH:8][C:5]([CH2:6][OH:7])=[CH:4][C:3]=2[O:2]1.[C:12]([N:19]1[CH:23]=[CH:22]N=[CH:20]1)(N1C=CN=C1)=[O:13].[CH3:24][N:25]([CH2:32][C:33]1[CH:34]=[N:35][C:36]([C:39]2[CH:44]=[CH:43][C:42]([S:45]([CH3:48])(=[O:47])=[O:46])=[CH:41][CH:40]=2)=[CH:37][CH:38]=1)[CH:26]1CCNC[CH2:27]1. (4) The reactants are: C([Si](C)(C)[O:6][C@H:7]1[CH2:12][CH2:11][CH2:10][C@H:9]([O:13][C:14]2[CH:19]=[C:18]([F:20])[CH:17]=[CH:16][C:15]=2[NH2:21])[CH2:8]1)(C)(C)C.[OH-].[Na+]. Given the product [NH2:21][C:15]1[CH:16]=[CH:17][C:18]([F:20])=[CH:19][C:14]=1[O:13][C@H:9]1[CH2:10][CH2:11][CH2:12][C@H:7]([OH:6])[CH2:8]1, predict the reactants needed to synthesize it. (5) Given the product [CH3:9][Si:10]([C:13]#[C:14][C:2]1[CH:8]=[CH:7][C:5]([NH2:6])=[CH:4][CH:3]=1)([CH3:12])[CH3:11], predict the reactants needed to synthesize it. The reactants are: Br[C:2]1[CH:8]=[CH:7][C:5]([NH2:6])=[CH:4][CH:3]=1.[CH3:9][Si:10]([C:13]#[CH:14])([CH3:12])[CH3:11].C(NC(C)C)(C)C. (6) Given the product [OH:45][C:44]1[C:43]2[C:38](=[N:39][CH:40]=[CH:41][CH:42]=2)[N:37]([CH2:46][CH2:47][CH:48]([CH3:49])[CH3:50])[C:36](=[O:51])[C:35]=1[C:30]1[NH:29][C:28]2[CH:52]=[CH:53][C:25]([NH:24][S:14]([NH:11][C:7]3[CH:6]=[C:5]([CH:10]=[CH:9][CH:8]=3)[C:4]([O:3][CH2:1][CH3:2])=[O:12])(=[O:17])=[O:16])=[CH:26][C:27]=2[S:32](=[O:33])(=[O:34])[N:31]=1, predict the reactants needed to synthesize it. The reactants are: [CH2:1]([O:3][C:4](=[O:12])[C:5]1[CH:10]=[CH:9][CH:8]=[C:7]([NH2:11])[CH:6]=1)[CH3:2].Cl[S:14]([OH:17])(=[O:16])=O.P(Cl)(Cl)(Cl)(Cl)Cl.[NH2:24][C:25]1[CH:53]=[CH:52][C:28]2[NH:29][C:30]([C:35]3[C:36](=[O:51])[N:37]([CH2:46][CH2:47][CH:48]([CH3:50])[CH3:49])[C:38]4[C:43]([C:44]=3[OH:45])=[CH:42][CH:41]=[CH:40][N:39]=4)=[N:31][S:32](=[O:34])(=[O:33])[C:27]=2[CH:26]=1.C(N(CC)CC)C.Cl. (7) Given the product [CH3:16][O:15][C:13](=[O:14])[CH2:12][C:11]1[C:2]([F:1])=[CH:3][CH:4]=[C:5]2[C:10]=1[N:9]=[C:8]([O:17][CH3:18])[CH:7]=[CH:6]2, predict the reactants needed to synthesize it. The reactants are: [F:1][C:2]1[C:11]([CH2:12][C:13]([O:15][CH3:16])=[O:14])=[C:10]2[C:5]([CH:6]=[CH:7][C:8](=[O:17])[NH:9]2)=[CH:4][CH:3]=1.[C:18](#N)C.C(N(CC)CC)C.C[Si](C=[N+]=[N-])(C)C. (8) Given the product [Cl:5][C:6]1[CH:15]=[CH:14][C:13]2[C:8](=[CH:9][C:10]([N:16]3[CH2:21][CH2:20][NH:19][CH2:18][CH2:17]3)=[CH:11][N:12]=2)[N:7]=1, predict the reactants needed to synthesize it. The reactants are: C(Cl)(=O)C.[Cl:5][C:6]1[N:7]=[C:8]2[C:13](=[CH:14][CH:15]=1)[N:12]=[CH:11][C:10]([N:16]1[CH2:21][CH2:20][N:19](C(OC(C)(C)C)=O)[CH2:18][CH2:17]1)=[CH:9]2. (9) Given the product [Cl:35][C:32]1[CH:33]=[CH:34][C:29]([S:26]([N:23]2[CH2:22][CH2:21][NH:20][CH2:25][CH2:24]2)(=[O:28])=[O:27])=[CH:30][C:31]=1[CH2:36][O:37][CH2:38][C:39]([N:40]([O:49][CH3:48])[CH3:41])=[O:44], predict the reactants needed to synthesize it. The reactants are: BrC1C=CC=CN=1.[Li]CCCC.C(OC([N:20]1[CH2:25][CH2:24][N:23]([S:26]([C:29]2[CH:34]=[CH:33][C:32]([Cl:35])=[C:31]([CH2:36][O:37][CH2:38][C:39](=[O:44])[NH:40][CH2:41]OC)[CH:30]=2)(=[O:28])=[O:27])[CH2:22][CH2:21]1)=O)(C)(C)C.C(Cl)Cl.[C:48](O)(C(F)(F)F)=[O:49].C([O-])([O-])=O.[Na+].[Na+].